Predict the product of the given reaction. From a dataset of Forward reaction prediction with 1.9M reactions from USPTO patents (1976-2016). The product is: [Cl:12][C:13]1[CH:18]=[C:17]([Cl:19])[CH:16]=[CH:15][C:14]=1[C:20]([N:22]=[C:23]=[S:24])=[O:21].[Cl:12][C:13]1[CH:18]=[C:17]([Cl:19])[CH:16]=[CH:15][C:14]=1[C:20]([NH:22][C:23]([NH:44][C:43]1[CH:45]=[CH:46][C:40]([O:39][C:30]2[C:29]3[C:34](=[CH:35][C:36]([O:37][CH3:38])=[C:27]([O:26][CH3:25])[CH:28]=3)[N:33]=[CH:32][CH:31]=2)=[C:41]([F:47])[CH:42]=1)=[S:24])=[O:21]. Given the reactants ClC1C=C(Cl)C=CC=1C(Cl)=O.[Cl:12][C:13]1[CH:18]=[C:17]([Cl:19])[CH:16]=[CH:15][C:14]=1[C:20]([N:22]=[C:23]=[S:24])=[O:21].[CH3:25][O:26][C:27]1[CH:28]=[C:29]2[C:34](=[CH:35][C:36]=1[O:37][CH3:38])[N:33]=[CH:32][CH:31]=[C:30]2[O:39][C:40]1[CH:46]=[CH:45][C:43]([NH2:44])=[CH:42][C:41]=1[F:47].C1(C)C=CC=CC=1, predict the reaction product.